Dataset: Forward reaction prediction with 1.9M reactions from USPTO patents (1976-2016). Task: Predict the product of the given reaction. (1) Given the reactants ClC1C=CC=C(C(OO)=[O:9])C=1.[CH3:12][C:13]1[C:14]2[C:19]([N:20]=[C:21]3[C:26]=1[CH2:25][CH2:24][CH2:23][CH2:22]3)=[CH:18][CH:17]=[CH:16][CH:15]=2, predict the reaction product. The product is: [CH3:12][C:13]1[C:14]2[C:19]([N:20]=[C:21]3[C:26]=1[CH2:25][CH2:24][CH2:23][C:22]3=[O:9])=[CH:18][CH:17]=[CH:16][CH:15]=2. (2) Given the reactants [Cl:1][C:2]1[CH:3]=[CH:4][C:5]([C:28]([F:31])([F:30])[F:29])=[C:6]([CH:27]=1)[CH2:7][N:8]1[CH2:13][CH2:12][NH:11][C:10]2[N:14]=[CH:15][C:16]([C:18]3[CH:26]=[CH:25][C:21]([C:22](O)=[O:23])=[CH:20][CH:19]=3)=[CH:17][C:9]1=2.[NH:32]1[CH2:37][CH2:36][CH:35]([N:38]2[C:42]3[CH:43]=[CH:44][CH:45]=[CH:46][C:41]=3[NH:40][C:39]2=[O:47])[CH2:34][CH2:33]1, predict the reaction product. The product is: [Cl:1][C:2]1[CH:3]=[CH:4][C:5]([C:28]([F:31])([F:29])[F:30])=[C:6]([CH:27]=1)[CH2:7][N:8]1[CH2:13][CH2:12][NH:11][C:10]2[N:14]=[CH:15][C:16]([C:18]3[CH:19]=[CH:20][C:21]([C:22]([N:32]4[CH2:33][CH2:34][CH:35]([N:38]5[C:42]6[CH:43]=[CH:44][CH:45]=[CH:46][C:41]=6[NH:40][C:39]5=[O:47])[CH2:36][CH2:37]4)=[O:23])=[CH:25][CH:26]=3)=[CH:17][C:9]1=2. (3) Given the reactants [I:1][C:2]1[C:6]([C:7](=[O:9])[CH3:8])=[CH:5][N:4]([CH:10]([CH3:12])[CH3:11])[N:3]=1.CO[CH:15](OC)[N:16]([CH3:18])[CH3:17], predict the reaction product. The product is: [CH3:15][N:16]([CH3:18])[CH:17]=[CH:8][C:7]([C:6]1[C:2]([I:1])=[N:3][N:4]([CH:10]([CH3:12])[CH3:11])[CH:5]=1)=[O:9]. (4) Given the reactants [C:1]([C:5]1[CH:6]=[C:7]2[C:11](=[CH:12][CH:13]=1)[CH:10]([NH2:14])[CH2:9][CH2:8]2)([CH3:4])([CH3:3])[CH3:2].C(N[C@H](C(O)=O)CC(C)C)(=O)C.[OH-].[Na+], predict the reaction product. The product is: [C:1]([C:5]1[CH:6]=[C:7]2[C:11](=[CH:12][CH:13]=1)[C@@H:10]([NH2:14])[CH2:9][CH2:8]2)([CH3:4])([CH3:2])[CH3:3]. (5) Given the reactants [C:1]([C:5]1[C:9]([O:10][CH3:11])=[C:8]([C:12]([O:14]C)=[O:13])[N:7]([CH2:16][C:17]2[CH:22]=[C:21](C)[C:20]([CH3:24])=[CH:19][C:18]=2[CH3:25])[N:6]=1)([CH3:4])([CH3:3])[CH3:2].[OH-].[Na+].O1CCC[CH2:29]1, predict the reaction product. The product is: [C:1]([C:5]1[C:9]([O:10][CH3:11])=[C:8]([C:12]([OH:14])=[O:13])[N:7]([CH2:16][C:17]2[C:22]([CH3:29])=[CH:21][C:20]([CH3:24])=[CH:19][C:18]=2[CH3:25])[N:6]=1)([CH3:3])([CH3:2])[CH3:4]. (6) The product is: [CH2:34]([N:24]1[C:25]2[C:21](=[CH:20][C:19]3/[C:13](=[C:10](/[C:6]4[CH:7]=[CH:8][CH:9]=[C:4]([N+:1]([O-:3])=[O:2])[CH:5]=4)\[CH2:11][CH3:12])/[C:14]4[CH:30]=[CH:29][CH:28]=[N:27][C:15]=4[O:16][CH2:17][C:18]=3[CH:26]=2)[CH:22]=[N:23]1)[CH3:35]. Given the reactants [N+:1]([C:4]1[CH:5]=[C:6](/[C:10](=[C:13]2\[C:14]3[CH:30]=[CH:29][CH:28]=[N:27][C:15]=3[O:16][CH2:17][C:18]3[CH:26]=[C:25]4[C:21]([CH:22]=[N:23][NH:24]4)=[CH:20][C:19]\2=3)/[CH2:11][CH3:12])[CH:7]=[CH:8][CH:9]=1)([O-:3])=[O:2].[H-].[Na+].I[CH2:34][CH3:35].[Cl-].[NH4+], predict the reaction product.